This data is from Forward reaction prediction with 1.9M reactions from USPTO patents (1976-2016). The task is: Predict the product of the given reaction. Given the reactants [Br:1][C:2]1[CH:11]=[C:10]2[C:5]([C:6]([OH:25])=[C:7]([OH:24])[C:8]([N+:21]([O-])=O)=[C:9]2[C:12](=[C:18](O)[CH3:19])[C:13]([O:15][CH2:16][CH3:17])=[O:14])=[CH:4][CH:3]=1, predict the reaction product. The product is: [Br:1][C:2]1[CH:3]=[CH:4][C:5]2[C:6](=[O:25])[C:7](=[O:24])[C:8]3[NH:21][C:18]([CH3:19])=[C:12]([C:13]([O:15][CH2:16][CH3:17])=[O:14])[C:9]=3[C:10]=2[CH:11]=1.